Dataset: Catalyst prediction with 721,799 reactions and 888 catalyst types from USPTO. Task: Predict which catalyst facilitates the given reaction. Reactant: [F:1][C:2]([F:29])([F:28])[O:3][C:4]1[CH:9]=[CH:8][C:7]([N:10]2[CH:14]=[N:13][C:12]([C:15]3[CH:20]=[CH:19][C:18]([CH:21]4[CH2:26][CH2:25][CH2:24][CH2:23][C:22]4=O)=[CH:17][CH:16]=3)=[N:11]2)=[CH:6][CH:5]=1.C([O-])(=O)C.[NH4+].C([BH3-])#[N:36].[Na+]. Product: [F:1][C:2]([F:29])([F:28])[O:3][C:4]1[CH:5]=[CH:6][C:7]([N:10]2[CH:14]=[N:13][C:12]([C:15]3[CH:16]=[CH:17][C:18]([CH:21]4[CH2:26][CH2:25][CH2:24][CH2:23][CH:22]4[NH2:36])=[CH:19][CH:20]=3)=[N:11]2)=[CH:8][CH:9]=1. The catalyst class is: 5.